This data is from Retrosynthesis with 50K atom-mapped reactions and 10 reaction types from USPTO. The task is: Predict the reactants needed to synthesize the given product. Given the product CCN1CC[C@H](N(Cc2ccccc2C)c2ccc(C#N)c(Cl)c2)C1, predict the reactants needed to synthesize it. The reactants are: CC=O.Cc1ccccc1CN(c1ccc(C#N)c(Cl)c1)[C@H]1CCNC1.